From a dataset of Reaction yield outcomes from USPTO patents with 853,638 reactions. Predict the reaction yield, written as a fraction of the theoretical maximum amount of product (1.0 means a 100% yield; for example, 0.34 means a 34% yield). The reactants are [CH2:1]([O:3][C:4]([C:6]1[C:15](=[O:16])[C:14]2[C:9](=[CH:10][C:11]([F:18])=[C:12](I)[CH:13]=2)[N:8]([C@H:19]([C:24]([CH3:32])([CH3:31])[O:25][SiH2:26][C:27]([CH3:30])([CH3:29])[CH3:28])[C:20]([CH3:23])([CH3:22])[CH3:21])[CH:7]=1)=[O:5])[CH3:2].[C:33]([C:35]1[CH:40]=[CH:39][C:38]([F:41])=[CH:37][C:36]=1[F:42])#[CH:34]. The catalyst is C(N(CC)CC)C.[Cu]I.Cl[Pd](Cl)([P](C1C=CC=CC=1)(C1C=CC=CC=1)C1C=CC=CC=1)[P](C1C=CC=CC=1)(C1C=CC=CC=1)C1C=CC=CC=1. The product is [CH2:1]([O:3][C:4]([C:6]1[C:15](=[O:16])[C:14]2[C:9](=[CH:10][C:11]([F:18])=[C:12]([C:34]#[C:33][C:35]3[CH:40]=[CH:39][C:38]([F:41])=[CH:37][C:36]=3[F:42])[CH:13]=2)[N:8]([C@H:19]([C:24]([CH3:32])([CH3:31])[O:25][SiH2:26][C:27]([CH3:30])([CH3:29])[CH3:28])[C:20]([CH3:23])([CH3:22])[CH3:21])[CH:7]=1)=[O:5])[CH3:2]. The yield is 0.980.